This data is from Reaction yield outcomes from USPTO patents with 853,638 reactions. The task is: Predict the reaction yield, written as a fraction of the theoretical maximum amount of product (1.0 means a 100% yield; for example, 0.34 means a 34% yield). (1) The catalyst is O1CCCC1.[Pt]=O. The product is [CH:31]1([NH:30][N:21]2[C:22]3[C:27](=[CH:26][CH:25]=[CH:24][CH:23]=3)[C:28]([OH:29])=[C:19]([C:14]3[NH:13][C:12]4[CH:36]=[CH:37][C:9]([OH:8])=[CH:10][C:11]=4[S:16](=[O:17])(=[O:18])[N:15]=3)[C:20]2=[O:35])[CH2:32][CH2:33][CH2:34]1. The reactants are C([O:8][C:9]1[CH:37]=[CH:36][C:12]2[NH:13][C:14]([C:19]3[C:20](=[O:35])[N:21]([NH:30][CH:31]4[CH2:34][CH2:33][CH2:32]4)[C:22]4[C:27]([C:28]=3[OH:29])=[CH:26][CH:25]=[CH:24][CH:23]=4)=[N:15][S:16](=[O:18])(=[O:17])[C:11]=2[CH:10]=1)C1C=CC=CC=1. The yield is 1.00. (2) The reactants are CS([C:5]1[N:6]=[N:7][CH:8]=[C:9]([C:11]2[CH:16]=[CH:15][C:14]([F:17])=[CH:13][C:12]=2[F:18])[N:10]=1)(=O)=O.[NH3:19].C1COCC1. No catalyst specified. The product is [F:18][C:12]1[CH:13]=[C:14]([F:17])[CH:15]=[CH:16][C:11]=1[C:9]1[N:10]=[C:5]([NH2:19])[N:6]=[N:7][CH:8]=1. The yield is 0.530. (3) The reactants are [OH:1][CH2:2][C:3]1[CH:8]=[CH:7][C:6]([CH:9]2[CH2:14][CH2:13][NH:12][CH2:11][CH:10]2[OH:15])=[CH:5][CH:4]=1.C(N(CC)CC)C.[C:23](O[C:23]([O:25][C:26]([CH3:29])([CH3:28])[CH3:27])=[O:24])([O:25][C:26]([CH3:29])([CH3:28])[CH3:27])=[O:24]. The catalyst is CN(C)C=O. The product is [OH:15][CH:10]1[CH:9]([C:6]2[CH:5]=[CH:4][C:3]([CH2:2][OH:1])=[CH:8][CH:7]=2)[CH2:14][CH2:13][N:12]([C:23]([O:25][C:26]([CH3:29])([CH3:28])[CH3:27])=[O:24])[CH2:11]1. The yield is 0.920. (4) The reactants are C[CH:2]([CH3:15])[CH2:3][NH:4][C:5]1[CH:14]=[CH:13][C:8]2[N:9]=[C:10]([SH:12])[S:11][C:7]=2[CH:6]=1.[CH:16](N(CC)C(C)C)(C)C.Cl[C:26]([O:28][C:29]1[CH:34]=[CH:33][C:32]([Cl:35])=[CH:31][CH:30]=1)=[O:27]. The catalyst is CC(C)=O. The product is [SH:12][C:10]1[S:11][C:7]2[CH:6]=[C:5]([N:4]([CH:3]([CH3:16])[CH2:2][CH3:15])[C:26](=[O:27])[O:28][C:29]3[CH:34]=[CH:33][C:32]([Cl:35])=[CH:31][CH:30]=3)[CH:14]=[CH:13][C:8]=2[N:9]=1. The yield is 0.480. (5) The reactants are CC[N:3](C1C=CC=CC=1)CC.Cl[C:13]([O:15][C:16]1[CH:21]=[CH:20][C:19]([O:22][CH3:23])=[CH:18][CH:17]=1)=[O:14]. The catalyst is ClCCl. The product is [CH3:23][O:22][C:19]1[CH:20]=[CH:21][C:16]([O:15][C:13](=[O:14])[NH2:3])=[CH:17][CH:18]=1. The yield is 0.700. (6) The reactants are [CH3:1][C:2]1[CH:3]=[C:4]([O:15][C:16]2[C:25]3[C:20](=[CH:21][C:22]([OH:28])=[C:23]([O:26][CH3:27])[CH:24]=3)[N:19]=[CH:18][CH:17]=2)[C:5]([C:9]2[CH:14]=[CH:13][CH:12]=[CH:11][CH:10]=2)=[N:6][C:7]=1[CH3:8].C(=O)([O-])[O-].[K+].[K+].[CH2:35]([CH:37]1[O:39][CH2:38]1)Br.O. The catalyst is CN(C)C=O. The product is [CH3:1][C:2]1[CH:3]=[C:4]([O:15][C:16]2[C:25]3[C:20](=[CH:21][C:22]([O:28][CH2:35][CH:37]4[CH2:38][O:39]4)=[C:23]([O:26][CH3:27])[CH:24]=3)[N:19]=[CH:18][CH:17]=2)[C:5]([C:9]2[CH:10]=[CH:11][CH:12]=[CH:13][CH:14]=2)=[N:6][C:7]=1[CH3:8]. The yield is 0.820. (7) The reactants are [Br:1][C:2]1[CH:3]=[C:4]([CH2:16][C@H:17]([NH:21][S:22]([C:25]2[CH:30]=[CH:29][CH:28]=[CH:27][CH:26]=2)(=[O:24])=[O:23])[C:18](O)=[O:19])[CH:5]=[CH:6][C:7]=1[CH:8]1[S:12](=[O:14])(=[O:13])[NH:11][C:10](=[O:15])[CH2:9]1.C(N(CC)C(C)C)(C)C.[C:40]1([NH2:47])[C:41]([NH2:46])=[CH:42][CH:43]=[CH:44][CH:45]=1. The catalyst is CN(C=O)C. The product is [NH2:46][C:41]1[CH:42]=[CH:43][CH:44]=[CH:45][C:40]=1[NH:47][C:18](=[O:19])[CH:17]([NH:21][S:22]([C:25]1[CH:30]=[CH:29][CH:28]=[CH:27][CH:26]=1)(=[O:23])=[O:24])[CH2:16][C:4]1[CH:5]=[CH:6][C:7]([CH:8]2[S:12](=[O:13])(=[O:14])[NH:11][C:10](=[O:15])[CH2:9]2)=[C:2]([Br:1])[CH:3]=1. The yield is 0.750. (8) The reactants are [CH2:1]([O:3][C:4](=[O:37])[N:5]([CH:12]([C:20]1[CH:25]=[CH:24][C:23]([O:26]CC2C=CC=CC=2)=[C:22]([O:34][CH2:35]C)[CH:21]=1)[CH2:13][C:14]1[CH:19]=[CH:18][CH:17]=[CH:16][CH:15]=1)CC(OC)OC)[CH3:2].[C:38](OCC)(=[O:40])C.CCCCCC. The catalyst is C(OCC)(=O)C.C(O)C.[Pd]. The product is [CH2:1]([O:3][C:4](=[O:37])[NH:5][CH:12]([C:20]1[CH:25]=[CH:24][C:23]([OH:26])=[C:22]([O:34][CH3:35])[CH:21]=1)[CH2:13][C:14]1[CH:15]=[CH:16][CH:17]=[C:18]([O:40][CH3:38])[CH:19]=1)[CH3:2]. The yield is 0.800.